This data is from Full USPTO retrosynthesis dataset with 1.9M reactions from patents (1976-2016). The task is: Predict the reactants needed to synthesize the given product. (1) Given the product [CH3:1][C:2]1[C:3]([CH2:9][NH2:10])=[N:4][C:5]([CH3:8])=[CH:6][CH:7]=1, predict the reactants needed to synthesize it. The reactants are: [CH3:1][C:2]1[C:3]([C:9]#[N:10])=[N:4][C:5]([CH3:8])=[CH:6][CH:7]=1. (2) Given the product [Cl:27][CH2:14][C:12]1[S:13][C:9]([C:4]2([CH3:3])[O:8][CH2:7][CH2:6][O:5]2)=[CH:10][CH:11]=1, predict the reactants needed to synthesize it. The reactants are: N#N.[CH3:3][C:4]1([C:9]2[S:13][C:12]([CH2:14]O)=[CH:11][CH:10]=2)[O:8][CH2:7][CH2:6][O:5]1.CCN(CC)CC.S([Cl:27])(C)(=O)=O. (3) Given the product [CH3:26][C:23]12[CH2:22][CH:21]3[CH2:27][C:17]([CH3:16])([CH2:18][C:19]([CH2:28][C:29]([NH:1][N:2]4[N:11]=[C:10]([CH:12]([CH3:13])[CH3:14])[C:9]5[C:4](=[CH:5][CH:6]=[CH:7][CH:8]=5)[C:3]4=[O:15])=[O:30])([CH2:20]3)[CH2:25]1)[CH2:24]2, predict the reactants needed to synthesize it. The reactants are: [NH2:1][N:2]1[N:11]=[C:10]([CH:12]([CH3:14])[CH3:13])[C:9]2[C:4](=[CH:5][CH:6]=[CH:7][CH:8]=2)[C:3]1=[O:15].[CH3:16][C:17]12[CH2:27][CH:21]3[CH2:22][C:23]([CH3:26])([CH2:25][C:19]([CH2:28][C:29](O)=[O:30])([CH2:20]3)[CH2:18]1)[CH2:24]2. (4) Given the product [CH3:1][O:2][C:3](=[O:25])[CH2:4][C:5]1[CH:6]=[C:7]([C:11]2[CH:16]=[CH:15][C:14]([C:17]([F:19])([F:18])[F:20])=[CH:13][C:12]=2[CH2:21][N:22]([C:27]([O:29][CH2:30][C:31]2[CH:36]=[CH:35][CH:34]=[CH:33][CH:32]=2)=[O:28])[CH2:23][CH3:24])[CH:8]=[CH:9][CH:10]=1, predict the reactants needed to synthesize it. The reactants are: [CH3:1][O:2][C:3](=[O:25])[CH2:4][C:5]1[CH:6]=[C:7]([C:11]2[CH:16]=[CH:15][C:14]([C:17]([F:20])([F:19])[F:18])=[CH:13][C:12]=2[CH2:21][NH:22][CH2:23][CH3:24])[CH:8]=[CH:9][CH:10]=1.Cl[C:27]([O:29][CH2:30][C:31]1[CH:36]=[CH:35][CH:34]=[CH:33][CH:32]=1)=[O:28]. (5) Given the product [NH:1]1[C:9]2[C:4](=[CH:5][CH:6]=[C:7]([NH:10][C:11]3[N:16]4[N:17]=[CH:18][C:19]([C:20]([NH:42][S:39]([CH2:37][CH3:38])(=[O:41])=[O:40])=[O:21])=[C:15]4[N:14]=[CH:13][C:12]=3[C:23]([N:25]3[CH2:30][CH2:29][CH:28]([C:31]4[CH:36]=[CH:35][CH:34]=[CH:33][CH:32]=4)[CH2:27][CH2:26]3)=[O:24])[CH:8]=2)[CH:3]=[CH:2]1, predict the reactants needed to synthesize it. The reactants are: [NH:1]1[C:9]2[C:4](=[CH:5][CH:6]=[C:7]([NH:10][C:11]3[N:16]4[N:17]=[CH:18][C:19]([C:20](O)=[O:21])=[C:15]4[N:14]=[CH:13][C:12]=3[C:23]([N:25]3[CH2:30][CH2:29][CH:28]([C:31]4[CH:36]=[CH:35][CH:34]=[CH:33][CH:32]=4)[CH2:27][CH2:26]3)=[O:24])[CH:8]=2)[CH:3]=[CH:2]1.[CH2:37]([S:39]([NH2:42])(=[O:41])=[O:40])[CH3:38]. (6) Given the product [C:29]1([CH:27]([NH:26][C:25]([CH:23]2[CH2:24][N:18]3[C:19]4[CH:20]([CH:12]([NH:11][C:10](=[O:37])[CH:8]([NH:7][CH3:6])[CH3:9])[CH2:13][CH2:14][C:15]=4[CH:16]=[CH:17]3)[C:21](=[O:36])[CH2:22]2)=[O:35])[CH3:28])[CH:30]=[CH:31][CH:32]=[CH:33][CH:34]=1, predict the reactants needed to synthesize it. The reactants are: C(O[C:6](=O)[N:7](C)[CH:8]([C:10](=[O:37])[NH:11][CH:12]1[CH:20]2[C:21](=[O:36])[CH2:22][CH:23]([C:25](=[O:35])[NH:26][CH:27]([C:29]3[CH:34]=[CH:33][CH:32]=[CH:31][CH:30]=3)[CH3:28])[CH2:24][N:18]3[C:19]2=[C:15]([CH:16]=[CH:17]3)[CH2:14][CH2:13]1)[CH3:9])(C)(C)C.Cl.O1CCOCC1.CO.